This data is from Full USPTO retrosynthesis dataset with 1.9M reactions from patents (1976-2016). The task is: Predict the reactants needed to synthesize the given product. (1) Given the product [Cl:28][C:29]1[CH:34]=[CH:33][C:32]([CH:35]([CH2:39][CH:40]2[CH2:44][CH2:43][CH2:42][CH2:41]2)[C:36]([NH:48][C:49]2[S:50][CH:51]=[CH:52][N:53]=2)=[O:38])=[CH:31][C:30]=1[N+:45]([O-:47])=[O:46], predict the reactants needed to synthesize it. The reactants are: C1(P(C2C=CC=CC=2)C2C=CC=CC=2)C=CC=CC=1.BrN1C(=O)CCC1=O.[Cl:28][C:29]1[CH:34]=[CH:33][C:32]([CH:35]([CH2:39][CH:40]2[CH2:44][CH2:43][CH2:42][CH2:41]2)[C:36]([OH:38])=O)=[CH:31][C:30]=1[N+:45]([O-:47])=[O:46].[NH2:48][C:49]1[S:50][CH:51]=[CH:52][N:53]=1. (2) Given the product [Br:12][C:13]1[CH:18]=[C:17]([N+:7]([O-:8])=[O:6])[C:16]([F:19])=[CH:15][C:14]=1[CH3:20], predict the reactants needed to synthesize it. The reactants are: F[B-](F)(F)F.[O:6]=[N+:7]=[O:8].C(Cl)Cl.[Br:12][C:13]1[CH:18]=[CH:17][C:16]([F:19])=[CH:15][C:14]=1[CH3:20]. (3) The reactants are: N(CCCC(OC)=O)=[N+]=[N-].C(C1C=CC(OC)=CC=1)#C.[CH3:21][O:22][C:23]1[CH:28]=[CH:27][C:26]([C:29]2[N:30]=[N:31][N:32]([CH2:34][CH2:35][C:36]([OH:38])=O)[CH:33]=2)=[CH:25][CH:24]=1.[NH2:39][CH2:40][CH2:41][CH2:42][NH:43][C:44]1[C:53]2[C:48](=[CH:49][CH:50]=[CH:51][CH:52]=2)[C:47](=[O:54])[NH:46][N:45]=1.C(Cl)CCl.C(N(CC)CC)C. Given the product [CH3:21][O:22][C:23]1[CH:24]=[CH:25][C:26]([C:29]2[N:30]=[N:31][N:32]([CH2:34][CH2:35][C:36]([NH:39][CH2:40][CH2:41][CH2:42][NH:43][C:44]3[C:53]4[C:48](=[CH:49][CH:50]=[CH:51][CH:52]=4)[C:47](=[O:54])[NH:46][N:45]=3)=[O:38])[CH:33]=2)=[CH:27][CH:28]=1, predict the reactants needed to synthesize it. (4) Given the product [C:1]([O:5][C:6]([N:8]1[C:16]2[C:11](=[CH:12][C:13]([O:17][CH3:18])=[CH:14][C:15]=2[Br:32])[CH2:10][CH2:9]1)=[O:7])([CH3:4])([CH3:3])[CH3:2], predict the reactants needed to synthesize it. The reactants are: [C:1]([O:5][C:6]([N:8]1[C:16]2[C:11](=[CH:12][C:13]([O:17][CH3:18])=[CH:14][CH:15]=2)[CH2:10][CH2:9]1)=[O:7])([CH3:4])([CH3:3])[CH3:2].CN(CCN(C)C)C.[Li]C(CC)C.[Br:32]CCBr. (5) Given the product [CH3:1][CH:2]1[O:6][C:5](=[S:7])[N:4]([CH2:8][C:9]2[CH:14]=[CH:13][CH:12]=[CH:11][C:10]=2[NH:15][S:25]([C:24]([F:37])([F:36])[F:23])(=[O:27])=[O:26])[CH2:3]1, predict the reactants needed to synthesize it. The reactants are: [CH3:1][CH:2]1[O:6][C:5](=[S:7])[N:4]([CH2:8][C:9]2[CH:14]=[CH:13][CH:12]=[CH:11][C:10]=2[NH2:15])[CH2:3]1.C(N(CC)CC)C.[F:23][C:24]([F:37])([F:36])[S:25](O[S:25]([C:24]([F:37])([F:36])[F:23])(=[O:27])=[O:26])(=[O:27])=[O:26]. (6) Given the product [Cl:20][C:18]1[C:19]2[N:11]([CH2:10][CH2:9][OH:8])[CH:12]=[CH:13][C:14]=2[N:15]=[CH:16][N:17]=1, predict the reactants needed to synthesize it. The reactants are: [Si]([O:8][CH2:9][CH2:10][N:11]1[C:19]2[C:18]([Cl:20])=[N:17][CH:16]=[N:15][C:14]=2[CH:13]=[CH:12]1)(C(C)(C)C)(C)C.[F-].C([N+](CCCC)(CCCC)CCCC)CCC. (7) Given the product [F:7][C:8]1[CH:13]=[CH:12][C:11]([C:2]2[S:3][CH:4]=[CH:5][CH:6]=2)=[CH:10][CH:9]=1, predict the reactants needed to synthesize it. The reactants are: Br[C:2]1[S:3][CH:4]=[CH:5][CH:6]=1.[F:7][C:8]1[CH:13]=[CH:12][C:11](B(O)O)=[CH:10][CH:9]=1.C([O-])([O-])=O.[Na+].[Na+].C(Cl)Cl. (8) Given the product [NH2:1][C:2]1[N:3]([CH3:23])[C:4](=[O:22])[C@:5]2([C:15]3[C:10](=[CH:11][CH:12]=[C:13]([C:28]4[CH:27]=[C:26]([CH:31]=[CH:30][CH:29]=4)[C:24]#[N:25])[CH:14]=3)[O:9][C@H:8]([C:17]3[S:18][CH:19]=[CH:20][CH:21]=3)[CH2:7]2)[N:6]=1.[NH2:1][C:2]1[N:3]([CH3:23])[C:4](=[O:22])[C@:5]2([C:15]3[C:10](=[CH:11][CH:12]=[C:13]([C:28]4[CH:27]=[C:26]([CH:31]=[CH:30][CH:29]=4)[C:24]#[N:25])[CH:14]=3)[O:9][C@@H:8]([C:17]3[S:18][CH:19]=[CH:20][CH:21]=3)[CH2:7]2)[N:6]=1, predict the reactants needed to synthesize it. The reactants are: [NH2:1][C:2]1[N:3]([CH3:23])[C:4](=[O:22])[C:5]2([C:15]3[C:10](=[CH:11][CH:12]=[C:13](Br)[CH:14]=3)[O:9][CH:8]([C:17]3[S:18][CH:19]=[CH:20][CH:21]=3)[CH2:7]2)[N:6]=1.[C:24]([C:26]1[CH:31]=[CH:30][C:29](B(O)O)=[CH:28][CH:27]=1)#[N:25]. (9) Given the product [ClH:36].[ClH:36].[F:29][C:16]1[C:17]([O:22][C:23]2[CH:28]=[CH:27][CH:26]=[CH:25][CH:24]=2)=[C:18]([F:21])[CH:19]=[CH:20][C:15]=1[CH:14]([NH:30][CH:33]([CH3:34])[CH2:32][OH:31])[CH:11]1[CH2:12][CH2:13][NH:8][CH2:9][CH2:10]1, predict the reactants needed to synthesize it. The reactants are: C(OC([N:8]1[CH2:13][CH2:12][CH:11]([CH:14]([NH2:30])[C:15]2[CH:20]=[CH:19][C:18]([F:21])=[C:17]([O:22][C:23]3[CH:28]=[CH:27][CH:26]=[CH:25][CH:24]=3)[C:16]=2[F:29])[CH2:10][CH2:9]1)=O)(C)(C)C.[OH:31][CH2:32][C:33](=O)[CH3:34].[ClH:36].